Dataset: Catalyst prediction with 721,799 reactions and 888 catalyst types from USPTO. Task: Predict which catalyst facilitates the given reaction. Reactant: [CH3:1][CH:2]([C:5](=O)[C:6]1[CH:7]=[N:8][CH:9]=[CH:10][CH:11]=1)[C:3]#[N:4].Cl.[C:14]1([NH:20][NH2:21])[CH:19]=[CH:18][CH:17]=[CH:16][CH:15]=1. Product: [CH3:1][C:2]1[C:5]([C:6]2[CH:7]=[N:8][CH:9]=[CH:10][CH:11]=2)=[N:21][N:20]([C:14]2[CH:19]=[CH:18][CH:17]=[CH:16][CH:15]=2)[C:3]=1[NH2:4]. The catalyst class is: 14.